Dataset: Forward reaction prediction with 1.9M reactions from USPTO patents (1976-2016). Task: Predict the product of the given reaction. (1) Given the reactants [CH2:1]([O:8][C:9]([NH:11][C:12]12[CH2:19][CH2:18][C:15]([C:20]([OH:22])=[O:21])([CH2:16][CH2:17]1)[CH2:14][CH2:13]2)=[O:10])[C:2]1[CH:7]=[CH:6][CH:5]=[CH:4][CH:3]=1.C(=O)(O)[O-].[Na+].[CH2:28](I)[CH3:29], predict the reaction product. The product is: [CH2:1]([O:8][C:9]([NH:11][C:12]12[CH2:19][CH2:18][C:15]([C:20]([O:22][CH2:28][CH3:29])=[O:21])([CH2:16][CH2:17]1)[CH2:14][CH2:13]2)=[O:10])[C:2]1[CH:3]=[CH:4][CH:5]=[CH:6][CH:7]=1. (2) The product is: [Cl:3][C:4]1[CH:5]=[C:6]([C:14]2[O:18][N:17]=[C:16]([C:19]3[CH:24]=[CH:23][N:22]=[C:21]4[N:25]([CH2:28][CH2:29][C:30]([OH:32])=[O:31])[CH:26]=[CH:27][C:20]=34)[N:15]=2)[CH:7]=[CH:8][C:9]=1[O:10][CH:11]([CH3:13])[CH3:12]. Given the reactants [OH-].[Na+].[Cl:3][C:4]1[CH:5]=[C:6]([C:14]2[O:18][N:17]=[C:16]([C:19]3[CH:24]=[CH:23][N:22]=[C:21]4[N:25]([CH2:28][CH2:29][C:30]([O-:32])=[O:31])[CH:26]=[CH:27][C:20]=34)[N:15]=2)[CH:7]=[CH:8][C:9]=1[O:10][CH:11]([CH3:13])[CH3:12], predict the reaction product. (3) Given the reactants [CH3:1][O:2][C:3]1[CH:8]=[CH:7][C:6]([C:9]#[CH:10])=[CH:5][CH:4]=1.I[C:12]1[CH:17]=[CH:16][C:15]([C:18]#[C:19][Si:20]([CH3:23])([CH3:22])[CH3:21])=[CH:14][CH:13]=1, predict the reaction product. The product is: [CH3:21][Si:20]([C:19]#[C:18][C:15]1[CH:16]=[CH:17][C:12]([C:10]#[C:9][C:6]2[CH:7]=[CH:8][C:3]([O:2][CH3:1])=[CH:4][CH:5]=2)=[CH:13][CH:14]=1)([CH3:22])[CH3:23]. (4) Given the reactants [C:1]([OH:11])(=[O:10])[C@@H:2]([C:4]1[CH:9]=[CH:8][CH:7]=[CH:6][CH:5]=1)[OH:3].O1[B:17]([C@@H:18]([NH:23][C:24](=[O:42])[C@@H:25]([NH:33][C:34]([C:36]2[CH:41]=[N:40][CH:39]=[CH:38][N:37]=2)=[O:35])[CH2:26][C:27]2[CH:32]=[CH:31][CH:30]=[CH:29][CH:28]=2)[CH2:19][CH:20]([CH3:22])[CH3:21])O[B:17]([C@@H:18]([NH:23][C:24](=[O:42])[C@@H:25]([NH:33][C:34]([C:36]2[CH:41]=[N:40][CH:39]=[CH:38][N:37]=2)=[O:35])[CH2:26][C:27]2[CH:32]=[CH:31][CH:30]=[CH:29][CH:28]=2)[CH2:19][CH:20]([CH3:22])[CH3:21])O[B:17]1[C@@H:18]([NH:23][C:24](=[O:42])[C@@H:25]([NH:33][C:34]([C:36]1[CH:41]=[N:40][CH:39]=[CH:38][N:37]=1)=[O:35])[CH2:26][C:27]1[CH:32]=[CH:31][CH:30]=[CH:29][CH:28]=1)[CH2:19][CH:20]([CH3:22])[CH3:21], predict the reaction product. The product is: [CH2:26]([C@H:25]([NH:33][C:34]([C:36]1[CH:41]=[N:40][CH:39]=[CH:38][N:37]=1)=[O:35])[C:24]([NH:23][C@H:18]([B:17]1[O:10][C:1](=[O:11])[C@@H:2]([C:4]2[CH:9]=[CH:8][CH:7]=[CH:6][CH:5]=2)[O:3]1)[CH2:19][CH:20]([CH3:22])[CH3:21])=[O:42])[C:27]1[CH:32]=[CH:31][CH:30]=[CH:29][CH:28]=1. (5) Given the reactants [Cl:1][C:2]1[CH:34]=[CH:33][CH:32]=[C:31]([C:35]([F:38])([F:37])[F:36])[C:3]=1[C:4]([N:6]1[C:14]2[C:9](=[CH:10][CH:11]=[C:12]([CH2:15][NH:16][S:17]([CH3:20])(=[O:19])=[O:18])[CH:13]=2)[C:8]([C:21]2[CH:30]=[CH:29][C:24]([C:25]([O:27]C)=[O:26])=[CH:23][CH:22]=2)=[N:7]1)=[O:5].O[Li].O, predict the reaction product. The product is: [Cl:1][C:2]1[CH:34]=[CH:33][CH:32]=[C:31]([C:35]([F:38])([F:37])[F:36])[C:3]=1[C:4]([N:6]1[C:14]2[C:9](=[CH:10][CH:11]=[C:12]([CH2:15][NH:16][S:17]([CH3:20])(=[O:19])=[O:18])[CH:13]=2)[C:8]([C:21]2[CH:30]=[CH:29][C:24]([C:25]([OH:27])=[O:26])=[CH:23][CH:22]=2)=[N:7]1)=[O:5]. (6) Given the reactants C([O-])=O.[NH4+].[CH2:5]([O:7][C:8]([C:10]1[CH:14]=[C:13]([C:15]2[CH:20]=[CH:19][C:18]([CH3:21])=[CH:17][N:16]=2)[N:12]([C:22]2[N:23]=[N:24][C:25](Cl)=[CH:26][CH:27]=2)[N:11]=1)=[O:9])[CH3:6], predict the reaction product. The product is: [CH2:5]([O:7][C:8]([C:10]1[CH:14]=[C:13]([C:15]2[CH:20]=[CH:19][C:18]([CH3:21])=[CH:17][N:16]=2)[N:12]([C:22]2[N:23]=[N:24][CH:25]=[CH:26][CH:27]=2)[N:11]=1)=[O:9])[CH3:6]. (7) The product is: [CH3:1][C:2]1[O:6][N:5]=[C:4]([CH3:7])[C:3]=1[C:8]1[CH:20]=[N:19][C:18]2[C:17]3[CH:16]=[CH:15][C:14]([C:21]([O:23][CH3:24])=[O:22])=[CH:13][C:12]=3[N:11]([CH:30]([C:37]3[CH:42]=[CH:41][N:40]=[CH:39][C:38]=3[F:43])[CH:31]3[CH2:32][CH2:33][O:34][CH2:35][CH2:36]3)[C:10]=2[CH:9]=1. Given the reactants [CH3:1][C:2]1[O:6][N:5]=[C:4]([CH3:7])[C:3]=1[C:8]1[CH:20]=[N:19][C:18]2[C:17]3[CH:16]=[CH:15][C:14]([C:21]([O:23][CH3:24])=[O:22])=[CH:13][C:12]=3[NH:11][C:10]=2[CH:9]=1.CS(O[CH:30]([C:37]1[CH:42]=[CH:41][N:40]=[CH:39][C:38]=1[F:43])[CH:31]1[CH2:36][CH2:35][O:34][CH2:33][CH2:32]1)(=O)=O.C(O)(C(F)(F)F)=O, predict the reaction product. (8) Given the reactants [CH2:1]([CH:3]([O:6][CH2:7][CH2:8][O:9]CC1C=CC=CC=1)[CH2:4][CH3:5])[CH3:2], predict the reaction product. The product is: [CH2:1]([CH:3]([O:6][CH2:7][CH2:8][OH:9])[CH2:4][CH3:5])[CH3:2]. (9) Given the reactants [NH:1]1[C:7](=[O:8])[CH2:6][CH2:5][CH2:4][C:3]2[CH:9]=[CH:10][CH:11]=[CH:12][C:2]1=2.[N+:13]([O-])([OH:15])=[O:14], predict the reaction product. The product is: [N+:13]([C:10]1[CH:11]=[CH:12][C:2]2[NH:1][C:7](=[O:8])[CH2:6][CH2:5][CH2:4][C:3]=2[CH:9]=1)([O-:15])=[O:14]. (10) Given the reactants [O:1]1[CH2:5][CH2:4][NH:3][C:2]1=[O:6].[H-].[Na+].[Br:9][C:10]1[CH:11]=[C:12]([CH3:32])[C:13]([N:16]2[CH2:21][CH2:20][N:19]([C:22]([C:24]3[CH:25]=[N:26][C:27](F)=[CH:28][C:29]=3[CH3:30])=[O:23])[CH2:18][CH2:17]2)=[N:14][CH:15]=1.O, predict the reaction product. The product is: [Br:9][C:10]1[CH:11]=[C:12]([CH3:32])[C:13]([N:16]2[CH2:17][CH2:18][N:19]([C:22]([C:24]3[C:29]([CH3:30])=[CH:28][C:27]([N:3]4[CH2:4][CH2:5][O:1][C:2]4=[O:6])=[N:26][CH:25]=3)=[O:23])[CH2:20][CH2:21]2)=[N:14][CH:15]=1.